Task: Predict the product of the given reaction.. Dataset: Forward reaction prediction with 1.9M reactions from USPTO patents (1976-2016) Given the reactants [OH:1][C:2]([CH3:9])([CH3:8])[C@@H:3]([C:5]([OH:7])=[O:6])[NH2:4].[C:10]([O:14][C:15](O[C:15]([O:14][C:10]([CH3:13])([CH3:12])[CH3:11])=[O:16])=[O:16])([CH3:13])([CH3:12])[CH3:11].[OH-].[Na+].Cl, predict the reaction product. The product is: [C:10]([O:14][C:15]([NH:4][C@H:3]([C:5]([OH:7])=[O:6])[C:2]([OH:1])([CH3:9])[CH3:8])=[O:16])([CH3:13])([CH3:12])[CH3:11].